From a dataset of Reaction yield outcomes from USPTO patents with 853,638 reactions. Predict the reaction yield, written as a fraction of the theoretical maximum amount of product (1.0 means a 100% yield; for example, 0.34 means a 34% yield). (1) The reactants are [O:1]=[C:2]1[CH2:10][C:9]2[C:4](=[CH:5][C:6]([C:11]([C:13]3[CH:14]=[C:15]([NH:19][C:20]([C:22]4[N:23]([CH3:28])[N:24]=[C:25]([CH3:27])[CH:26]=4)=[O:21])[CH:16]=[CH:17][CH:18]=3)=[O:12])=[CH:7][CH:8]=2)[NH:3]1.[CH:29](OCC)=[O:30].[O-]CC.[Na+].Cl. The catalyst is C(O)C. The product is [OH:30][CH:29]=[C:10]1[C:9]2[C:4](=[CH:5][C:6]([C:11]([C:13]3[CH:14]=[C:15]([NH:19][C:20]([C:22]4[N:23]([CH3:28])[N:24]=[C:25]([CH3:27])[CH:26]=4)=[O:21])[CH:16]=[CH:17][CH:18]=3)=[O:12])=[CH:7][CH:8]=2)[NH:3][C:2]1=[O:1]. The yield is 0.690. (2) The reactants are [NH2:1][C:2]1[C:7]([F:8])=[C:6]([Cl:9])[N:5]=[C:4]([C:10]([O:12][CH3:13])=[O:11])[C:3]=1I.[CH:15]([Sn](CCCC)(CCCC)CCCC)=[CH2:16]. The catalyst is ClC(Cl)C.Cl[Pd](Cl)([P](C1C=CC=CC=1)(C1C=CC=CC=1)C1C=CC=CC=1)[P](C1C=CC=CC=1)(C1C=CC=CC=1)C1C=CC=CC=1. The product is [NH2:1][C:2]1[C:7]([F:8])=[C:6]([Cl:9])[N:5]=[C:4]([C:10]([O:12][CH3:13])=[O:11])[C:3]=1[CH:15]=[CH2:16]. The yield is 0.657. (3) The reactants are [C:1]([OH:7])(=[O:6])[CH2:2][CH2:3][C:4]#[CH:5].C(=O)([O-])[O-].[K+].[K+].[CH2:14](Br)[C:15]1[CH:20]=[CH:19][CH:18]=[CH:17][CH:16]=1.O. The catalyst is CN(C=O)C. The product is [CH2:14]([O:6][C:1](=[O:7])[CH2:2][CH2:3][C:4]#[CH:5])[C:15]1[CH:20]=[CH:19][CH:18]=[CH:17][CH:16]=1. The yield is 0.960. (4) The reactants are [Br:1]/[CH:2]=[CH:3]/[C:4]1[C:5](=[O:35])[NH:6][C:7](=[O:34])[N:8]([C@H:10]2[O:14][C@H:13]([CH2:15][O:16][Si](C(C)(C)C)(C3C=CC=CC=3)C3C=CC=CC=3)[O:12][CH2:11]2)[CH:9]=1.[F-].C([N+](CCCC)(CCCC)CCCC)CCC. The catalyst is CC#N. The product is [Br:1]/[CH:2]=[CH:3]/[C:4]1[C:5](=[O:35])[NH:6][C:7](=[O:34])[N:8]([C@H:10]2[O:14][C@H:13]([CH2:15][OH:16])[O:12][CH2:11]2)[CH:9]=1. The yield is 0.900. (5) The reactants are Br[C:2]1[CH:7]=[CH:6][CH:5]=[CH:4][C:3]=1[S:8]([CH3:11])(=[O:10])=[O:9].[B:12]1([B:12]2[O:16][C:15]([CH3:18])([CH3:17])[C:14]([CH3:20])([CH3:19])[O:13]2)[O:16][C:15]([CH3:18])([CH3:17])[C:14]([CH3:20])([CH3:19])[O:13]1.C([O-])(=O)C.[K+]. The catalyst is O1CCOCC1.CCOC(C)=O.C1C=CC(P(C2C=CC=CC=2)[C-]2C=CC=C2)=CC=1.C1C=CC(P(C2C=CC=CC=2)[C-]2C=CC=C2)=CC=1.Cl[Pd]Cl.[Fe+2].C(Cl)Cl. The product is [CH3:19][C:14]1([CH3:20])[C:15]([CH3:18])([CH3:17])[O:16][B:12]([C:2]2[CH:7]=[CH:6][CH:5]=[CH:4][C:3]=2[S:8]([CH3:11])(=[O:10])=[O:9])[O:13]1. The yield is 0.650.